From a dataset of Forward reaction prediction with 1.9M reactions from USPTO patents (1976-2016). Predict the product of the given reaction. (1) Given the reactants [NH2:1][C:2]1[CH:10]=[CH:9][CH:8]=[C:7]([F:11])[C:3]=1[C:4]([NH2:6])=O.[Cl:12][C:13]1[CH:21]=[CH:20][CH:19]=[CH:18][C:14]=1[C:15](Cl)=O.[N:22]1([C:28]([O:30][CH2:31][CH3:32])=[O:29])[CH2:27][CH2:26][NH:25][CH2:24][CH2:23]1, predict the reaction product. The product is: [Cl:12][C:13]1[CH:21]=[CH:20][CH:19]=[CH:18][C:14]=1[C:15]1[N:6]=[C:4]([N:25]2[CH2:24][CH2:23][N:22]([C:28]([O:30][CH2:31][CH3:32])=[O:29])[CH2:27][CH2:26]2)[C:3]2[C:2](=[CH:10][CH:9]=[CH:8][C:7]=2[F:11])[N:1]=1. (2) The product is: [Cl:1][C:2]1[N:7]=[N:6][C:5](/[C:8](=[N:17]/[S:15]([C:12]([CH3:14])([CH3:13])[CH3:11])=[O:16])/[CH3:9])=[CH:4][CH:3]=1. Given the reactants [Cl:1][C:2]1[N:7]=[N:6][C:5]([C:8](=O)[CH3:9])=[CH:4][CH:3]=1.[CH3:11][C:12]([S:15]([NH2:17])=[O:16])([CH3:14])[CH3:13].O, predict the reaction product. (3) The product is: [CH2:8]([C@H:15]1[CH2:19][N:18]([C:5](=[O:7])[CH2:4][O:3][CH3:2])[C@H:17]([C:20]([NH:22][C:23]2[CH:28]=[CH:27][C:26]([O:29][C:30]3[CH:31]=[CH:32][C:33]([F:36])=[CH:34][CH:35]=3)=[CH:25][CH:24]=2)=[O:21])[CH2:16]1)[C:9]1[CH:10]=[CH:11][CH:12]=[CH:13][CH:14]=1. Given the reactants Cl.[CH3:2][O:3][CH2:4][C:5]([OH:7])=O.[CH2:8]([C@H:15]1[CH2:19][NH:18][C@H:17]([C:20]([NH:22][C:23]2[CH:28]=[CH:27][C:26]([O:29][C:30]3[CH:35]=[CH:34][C:33]([F:36])=[CH:32][CH:31]=3)=[CH:25][CH:24]=2)=[O:21])[CH2:16]1)[C:9]1[CH:14]=[CH:13][CH:12]=[CH:11][CH:10]=1, predict the reaction product.